From a dataset of Reaction yield outcomes from USPTO patents with 853,638 reactions. Predict the reaction yield, written as a fraction of the theoretical maximum amount of product (1.0 means a 100% yield; for example, 0.34 means a 34% yield). (1) The reactants are [C:1]([CH2:4][CH2:5][CH2:6][N:7]1[C:16](=[O:17])[C:15]2[CH:18]=[C:19]([C:21]([OH:23])=[O:22])[CH:20]=[C:13]3[C:14]=2[C:9](=[CH:10][C:11]([N+:24]([O-])=O)=[CH:12]3)[C:8]1=[O:27])([OH:3])=[O:2].[H][H]. The catalyst is [Pd].CN(C)C=O. The product is [NH2:24][C:11]1[CH:10]=[C:9]2[C:14]3=[C:15]([CH:18]=[C:19]([C:21]([OH:23])=[O:22])[CH:20]=[C:13]3[CH:12]=1)[C:16](=[O:17])[N:7]([CH2:6][CH2:5][CH2:4][C:1]([OH:3])=[O:2])[C:8]2=[O:27]. The yield is 1.00. (2) The reactants are [NH2:1][C:2]1[N:7]=[CH:6][C:5]([C:8]2[CH:16]=[CH:15][C:11]([C:12]([OH:14])=O)=[CH:10][CH:9]=2)=[CH:4][C:3]=1[C:17]1[O:18][C:19]([C:22]2[CH:27]=[CH:26][CH:25]=[CH:24][CH:23]=2)=[N:20][N:21]=1.[C:28]([C:35]1[NH:36][CH:37]=[CH:38][N:39]=1)([C:30]1NC=CN=1)=O.CCN(C(C)C)C(C)C.N1CCCNCC1.CN(C(ON1N=NC2C=CC=CC1=2)=[N+](C)C)C.[B-](F)(F)(F)F. The catalyst is CN(C1C=CN=CC=1)C.CS(C)=O.CCOC(C)=O.O.CN(C=O)C. The product is [NH2:1][C:2]1[N:7]=[CH:6][C:5]([C:8]2[CH:16]=[CH:15][C:11]([C:12]([N:39]3[CH2:30][CH2:28][CH2:35][NH:36][CH2:37][CH2:38]3)=[O:14])=[CH:10][CH:9]=2)=[CH:4][C:3]=1[C:17]1[O:18][C:19]([C:22]2[CH:23]=[CH:24][CH:25]=[CH:26][CH:27]=2)=[N:20][N:21]=1. The yield is 0.330. (3) The reactants are [CH3:1][O:2][C:3](=[O:15])[C:4]1[CH:9]=[C:8]([OH:10])[CH:7]=[C:6]([O:11][CH2:12][CH:13]=[CH2:14])[CH:5]=1.CI.[C:18]([O-])([O-])=O.[K+].[K+]. The catalyst is CN(C=O)C. The product is [CH3:1][O:2][C:3](=[O:15])[C:4]1[CH:9]=[C:8]([O:10][CH3:18])[CH:7]=[C:6]([O:11][CH2:12][CH:13]=[CH2:14])[CH:5]=1. The yield is 0.880. (4) The reactants are [CH3:1][O:2][C:3]([C:5]1([CH2:17][N:18]([CH3:20])[CH3:19])[CH2:9][CH2:8][N:7](CC2C=CC=CC=2)[CH2:6]1)=[O:4].[H][H]. The catalyst is [Pd].CO. The product is [CH3:1][O:2][C:3]([C:5]1([CH2:17][N:18]([CH3:19])[CH3:20])[CH2:9][CH2:8][NH:7][CH2:6]1)=[O:4]. The yield is 0.960.